This data is from Catalyst prediction with 721,799 reactions and 888 catalyst types from USPTO. The task is: Predict which catalyst facilitates the given reaction. (1) Reactant: [C:1]1([C:21]2[CH:26]=[CH:25][CH:24]=[CH:23][CH:22]=2)[CH:6]=[CH:5][C:4]([C:7]2[C:8]([CH3:20])=[N:9][N:10]([C:13]3[CH:14]=[C:15]([OH:19])[CH:16]=[CH:17][CH:18]=3)[C:11]=2[CH3:12])=[CH:3][CH:2]=1.Br[C:28]1[CH:29]=[C:30]([CH:38]=[CH:39][CH:40]=1)[O:31][C:32]1[CH:37]=[CH:36][CH:35]=[CH:34][N:33]=1.N1C=CC=CC=1C(O)=O.[O-]P([O-])([O-])=O.[K+].[K+].[K+]. Product: [C:1]1([C:21]2[CH:22]=[CH:23][CH:24]=[CH:25][CH:26]=2)[CH:6]=[CH:5][C:4]([C:7]2[C:8]([CH3:20])=[N:9][N:10]([C:13]3[CH:14]=[C:15]([CH:16]=[CH:17][CH:18]=3)[O:19][C:28]3[CH:29]=[C:30]([CH:38]=[CH:39][CH:40]=3)[O:31][C:32]3[CH:37]=[CH:36][CH:35]=[CH:34][N:33]=3)[C:11]=2[CH3:12])=[CH:3][CH:2]=1. The catalyst class is: 205. (2) The catalyst class is: 155. Reactant: [NH2:1][C:2]1[N:7]=[CH:6][N:5]=[C:4]([NH:8][C@H:9]([C:11]2[N:16]([C:17]3[CH:22]=[CH:21][CH:20]=[CH:19][CH:18]=3)[C:15](=[O:23])[C:14]3=[C:24]([CH3:27])[CH:25]=[CH:26][N:13]3[N:12]=2)[CH3:10])[C:3]=1Br.[CH3:29][O:30][C:31]1[CH:36]=[CH:35][C:34]([S:37]([NH:40][C:41]2[CH:49]=[C:48](B3OC(C)(C)C(C)(C)O3)[CH:47]=[C:46]3[C:42]=2[CH:43]=[CH:44][N:45]3[CH2:59][O:60][CH2:61][CH2:62][Si:63]([CH3:66])([CH3:65])[CH3:64])(=[O:39])=[O:38])=[CH:33][CH:32]=1.C(=O)([O-])[O-].[Cs+].[Cs+]. Product: [NH2:1][C:2]1[C:3]([C:48]2[CH:47]=[C:46]3[C:42]([CH:43]=[CH:44][N:45]3[CH2:59][O:60][CH2:61][CH2:62][Si:63]([CH3:66])([CH3:65])[CH3:64])=[C:41]([NH:40][S:37]([C:34]3[CH:33]=[CH:32][C:31]([O:30][CH3:29])=[CH:36][CH:35]=3)(=[O:39])=[O:38])[CH:49]=2)=[C:4]([NH:8][C@H:9]([C:11]2[N:16]([C:17]3[CH:22]=[CH:21][CH:20]=[CH:19][CH:18]=3)[C:15](=[O:23])[C:14]3=[C:24]([CH3:27])[CH:25]=[CH:26][N:13]3[N:12]=2)[CH3:10])[N:5]=[CH:6][N:7]=1.